From a dataset of Full USPTO retrosynthesis dataset with 1.9M reactions from patents (1976-2016). Predict the reactants needed to synthesize the given product. (1) Given the product [NH2:15][C:14]1[CH:13]=[C:12]([O:11][CH3:10])[C:18]([O:19][CH2:20][CH2:21][O:22][CH3:23])=[CH:17][C:16]=1[C:4]([C:3]1[CH:6]=[CH:7][CH:8]=[CH:9][C:2]=1[Cl:1])=[O:5], predict the reactants needed to synthesize it. The reactants are: [Cl:1][C:2]1[CH:9]=[CH:8][CH:7]=[CH:6][C:3]=1[CH:4]=[O:5].[CH3:10][O:11][C:12]1[CH:13]=[C:14]([CH:16]=[CH:17][C:18]=1[O:19][CH2:20][CH2:21][O:22][CH3:23])[NH2:15]. (2) Given the product [CH:23]([O:22][C:19]1[C:20]2[C:30](=[C:31]([O:36][CH:37]=[CH2:38])[CH:32]=[CH:33][CH:34]=2)[CH:29]=[CH:28][CH:27]=1)=[CH2:24], predict the reactants needed to synthesize it. The reactants are: C(=O)([O-])[O-].[Na+].[Na+].OC1C2C(=C(O)C=CC=2)C=CC=1.[C:19]([O:22][CH:23]=[CH2:24])(=O)[CH3:20].OC1C2[C:30](=[C:31]([O:36][CH:37]=[CH2:38])[CH:32]=[CH:33][CH:34]=2)[CH:29]=[CH:28][CH:27]=1. (3) The reactants are: [CH2:1]1[C:5]2=[C:6]3[C:7]([CH2:10][CH2:11]/[C:12]/3=[CH:13]\[CH2:14][NH2:15])=[N:8][CH:9]=[C:4]2[O:3][CH2:2]1.[C:16](Cl)(=[O:18])[CH3:17]. Given the product [CH2:1]1[C:5]2=[C:6]3[CH:12]([CH2:13][CH2:14][NH:15][C:16](=[O:18])[CH3:17])[CH2:11][CH2:10][C:7]3=[N:8][CH:9]=[C:4]2[O:3][CH2:2]1, predict the reactants needed to synthesize it.